From a dataset of Full USPTO retrosynthesis dataset with 1.9M reactions from patents (1976-2016). Predict the reactants needed to synthesize the given product. (1) The reactants are: OS(O)(=O)=O.[CH3:6][C:7]1([CH3:18])[C:16]2[C:11](=[CH:12][CH:13]=[CH:14][CH:15]=2)[C:10](=[O:17])[CH2:9][CH2:8]1.[N+:19]([O-])([OH:21])=[O:20]. Given the product [CH3:6][C:7]1([CH3:18])[C:16]2[C:11](=[CH:12][C:13]([N+:19]([O-:21])=[O:20])=[CH:14][CH:15]=2)[C:10](=[O:17])[CH2:9][CH2:8]1, predict the reactants needed to synthesize it. (2) Given the product [Cl:1][C:2]1[CH:3]=[C:4]([NH:9][C:10]2[C:19]3[C:14](=[CH:15][C:16]([O:28][CH2:29][CH3:30])=[C:17]([NH:20][C:21](=[O:27])/[CH:22]=[CH:23]/[CH2:24][NH:25][CH2:26][CH2:38][C:37]4[CH:40]=[CH:41][C:34]([F:33])=[CH:35][CH:36]=4)[CH:18]=3)[N:13]=[CH:12][C:11]=2[C:31]#[N:32])[CH:5]=[CH:6][C:7]=1[F:8], predict the reactants needed to synthesize it. The reactants are: [Cl:1][C:2]1[CH:3]=[C:4]([NH:9][C:10]2[C:19]3[C:14](=[CH:15][C:16]([O:28][CH2:29][CH3:30])=[C:17]([NH:20][C:21](=[O:27])/[CH:22]=[CH:23]/[CH2:24][NH:25][CH3:26])[CH:18]=3)[N:13]=[CH:12][C:11]=2[C:31]#[N:32])[CH:5]=[CH:6][C:7]=1[F:8].[F:33][C:34]1[CH:41]=[CH:40][C:37]([CH:38]=O)=[CH:36][CH:35]=1.C(O)(=O)C.[BH-](OC(C)=O)(OC(C)=O)OC(C)=O.[Na+]. (3) The reactants are: OCC1C[CH2:7][N:6]([CH2:9][C:10]2[C:18]3[B:17]([OH:19])[O:16][CH2:15][C:14]=3[CH:13]=[CH:12][CH:11]=2)[CH2:5][CH2:4]1.C[NH:21]CCN.C(O)(C(F)(F)F)=O. Given the product [CH3:7][N:6]([CH2:9][C:10]1[C:18]2[B:17]([OH:19])[O:16][CH2:15][C:14]=2[CH:13]=[CH:12][CH:11]=1)[CH2:5][CH2:4][NH2:21], predict the reactants needed to synthesize it. (4) Given the product [Cl:1][C:2]1[C:10]2[N:9]=[C:8]3[N:11]([C:15]4[CH:20]=[CH:19][C:18]([Cl:21])=[CH:17][C:16]=4[Cl:22])[CH2:12][CH2:13][CH2:14][N:7]3[C:6]=2[C:5]([CH:23]([OH:24])[CH:25]([CH3:27])[CH3:26])=[CH:4][CH:3]=1, predict the reactants needed to synthesize it. The reactants are: [Cl:1][C:2]1[CH:3]=[CH:4][C:5]([CH:23]=[O:24])=[C:6]2[C:10]=1[N:9]=[C:8]1[N:11]([C:15]3[CH:20]=[CH:19][C:18]([Cl:21])=[CH:17][C:16]=3[Cl:22])[CH2:12][CH2:13][CH2:14][N:7]21.[CH:25]([Mg]Cl)([CH3:27])[CH3:26].C([Mg]Cl)CC. (5) Given the product [Cl:13][C:14]1[CH:15]=[CH:16][C:17]([C:22]([F:23])([F:24])[F:25])=[C:18]([CH:21]=1)[CH2:19][N:9]1[CH2:8][CH2:7][NH:6][C:5]2[N:11]=[CH:12][C:2]([I:1])=[CH:3][C:4]1=2, predict the reactants needed to synthesize it. The reactants are: [I:1][C:2]1[CH:12]=[N:11][C:5]2[NH:6][CH2:7][C:8](=O)[NH:9][C:4]=2[CH:3]=1.[Cl:13][C:14]1[CH:15]=[CH:16][C:17]([C:22]([F:25])([F:24])[F:23])=[C:18]([CH:21]=1)[CH2:19]Br.ClC1C=CC(C(F)(F)F)=CC=1CN1C(=O)CNC2N=CC(I)=CC1=2. (6) Given the product [Br:1][C:2]1[CH:3]=[C:4]([CH:7]=[C:8]([Cl:10])[CH:9]=1)[CH2:5][N:14]1[CH2:13][CH2:12][N:11]([C:17]([O:19][C:20]([CH3:23])([CH3:22])[CH3:21])=[O:18])[CH2:16][CH2:15]1, predict the reactants needed to synthesize it. The reactants are: [Br:1][C:2]1[CH:3]=[C:4]([CH:7]=[C:8]([Cl:10])[CH:9]=1)[CH:5]=O.[N:11]1([C:17]([O:19][C:20]([CH3:23])([CH3:22])[CH3:21])=[O:18])[CH2:16][CH2:15][NH:14][CH2:13][CH2:12]1. (7) Given the product [C:32]([NH:31][C@H:28]1[CH2:29][CH2:30][N:26]([C:4]2[N:5]=[C:6]([O:25][C:22]3[CH:21]=[CH:20][C:19]([O:12][C:13]4[CH:18]=[CH:17][CH:16]=[CH:15][CH:14]=4)=[CH:24][CH:23]=3)[C:7]([C:8]([NH2:10])=[O:9])=[CH:2][N:45]=2)[CH2:27]1)(=[O:38])[CH:40]=[CH2:41], predict the reactants needed to synthesize it. The reactants are: Cl[C:2]1[C:7]([C:8]([NH2:10])=[O:9])=[CH:6][N:5]=[C:4](Cl)C=1.[O:12]([C:19]1[CH:24]=[CH:23][C:22]([OH:25])=[CH:21][CH:20]=1)[C:13]1[CH:18]=[CH:17][CH:16]=[CH:15][CH:14]=1.[NH:26]1[CH2:30][CH2:29][C@H:28]([NH:31][C:32](=[O:38])OC(C)(C)C)[CH2:27]1.C(O)(=O)[CH:40]=[CH2:41].C(C1C=CC(C2CCN(C(OC(C)(C)C)=O)CC=2)=NC=1NC1C=CC(CCN2CCCC2)=CC=1)(=O)[NH2:45]. (8) Given the product [CH3:1][C@@H:2]1[CH2:19][CH2:18][CH2:17][C@H:16]([NH:20][C:21](=[O:27])[O:22][C:23]([CH3:24])([CH3:25])[CH3:26])[C:15]2[CH:28]=[C:11]([CH:12]=[N:13][CH:14]=2)[C:10]2[CH:9]=[CH:8][N:7]=[CH:6][C:5]=2[NH:4][C:3]1=[O:29], predict the reactants needed to synthesize it. The reactants are: [CH3:1][C@H:2]1[C:3](=[O:29])[NH:4][C:5]2[CH:6]=[N:7][CH:8]=[CH:9][C:10]=2[C:11]2[CH:12]=[N:13][CH:14]=[C:15]([CH:28]=2)[C@@H:16]([NH:20][C:21](=[O:27])[O:22][C:23]([CH3:26])([CH3:25])[CH3:24])[CH2:17][CH:18]=[CH:19]1. (9) The reactants are: [F:1][C:2]1[CH:7]=[CH:6][C:5]([C:8]2[N:12]([CH:13]([CH3:15])[CH3:14])[N:11]=[C:10]([CH3:16])[CH:9]=2)=[CH:4][CH:3]=1.[Br:17]N1C(=O)CCC1=O. Given the product [Br:17][C:9]1[C:10]([CH3:16])=[N:11][N:12]([CH:13]([CH3:14])[CH3:15])[C:8]=1[C:5]1[CH:4]=[CH:3][C:2]([F:1])=[CH:7][CH:6]=1, predict the reactants needed to synthesize it. (10) Given the product [O:26]1[CH:27]=[CH:28][CH:29]=[C:25]1[C:9]1[N:8]=[C:7]([CH:3]([CH3:4])[CH3:2])[N:15]=[C:14]2[C:10]=1[N:11]=[CH:12][N:13]2[CH2:16][C:17]1[CH:22]=[CH:21][C:20]([O:23][CH3:24])=[CH:19][CH:18]=1, predict the reactants needed to synthesize it. The reactants are: [Br-].[CH3:2][CH:3]([Zn+])[CH3:4].Cl[C:7]1[N:15]=[C:14]2[C:10]([N:11]=[CH:12][N:13]2[CH2:16][C:17]2[CH:22]=[CH:21][C:20]([O:23][CH3:24])=[CH:19][CH:18]=2)=[C:9]([C:25]2[O:26][CH:27]=[CH:28][CH:29]=2)[N:8]=1.